Dataset: NCI-60 drug combinations with 297,098 pairs across 59 cell lines. Task: Regression. Given two drug SMILES strings and cell line genomic features, predict the synergy score measuring deviation from expected non-interaction effect. (1) Drug 1: CC1=C(C(CCC1)(C)C)C=CC(=CC=CC(=CC(=O)O)C)C. Drug 2: CC(C)(C#N)C1=CC(=CC(=C1)CN2C=NC=N2)C(C)(C)C#N. Cell line: HS 578T. Synergy scores: CSS=18.6, Synergy_ZIP=-3.40, Synergy_Bliss=0.300, Synergy_Loewe=2.86, Synergy_HSA=3.06. (2) Drug 1: C1=C(C(=O)NC(=O)N1)F. Drug 2: CCN(CC)CCCC(C)NC1=C2C=C(C=CC2=NC3=C1C=CC(=C3)Cl)OC. Cell line: COLO 205. Synergy scores: CSS=69.1, Synergy_ZIP=-9.63, Synergy_Bliss=-14.8, Synergy_Loewe=-7.53, Synergy_HSA=-4.87. (3) Drug 1: CC(C)(C#N)C1=CC(=CC(=C1)CN2C=NC=N2)C(C)(C)C#N. Drug 2: COC1=C2C(=CC3=C1OC=C3)C=CC(=O)O2. Cell line: MDA-MB-435. Synergy scores: CSS=-7.08, Synergy_ZIP=4.76, Synergy_Bliss=1.37, Synergy_Loewe=-7.70, Synergy_HSA=-7.90. (4) Drug 1: C1=CN(C(=O)N=C1N)C2C(C(C(O2)CO)O)O.Cl. Drug 2: CC1=C2C(C(=O)C3(C(CC4C(C3C(C(C2(C)C)(CC1OC(=O)C(C(C5=CC=CC=C5)NC(=O)OC(C)(C)C)O)O)OC(=O)C6=CC=CC=C6)(CO4)OC(=O)C)O)C)O. Cell line: NCI-H226. Synergy scores: CSS=5.57, Synergy_ZIP=-1.54, Synergy_Bliss=-0.191, Synergy_Loewe=-2.56, Synergy_HSA=-3.13.